Dataset: NCI-60 drug combinations with 297,098 pairs across 59 cell lines. Task: Regression. Given two drug SMILES strings and cell line genomic features, predict the synergy score measuring deviation from expected non-interaction effect. Drug 1: CCN(CC)CCNC(=O)C1=C(NC(=C1C)C=C2C3=C(C=CC(=C3)F)NC2=O)C. Drug 2: C1CN1C2=NC(=NC(=N2)N3CC3)N4CC4. Cell line: U251. Synergy scores: CSS=33.6, Synergy_ZIP=-1.47, Synergy_Bliss=-3.66, Synergy_Loewe=-5.39, Synergy_HSA=-2.32.